The task is: Predict the reaction yield, written as a fraction of the theoretical maximum amount of product (1.0 means a 100% yield; for example, 0.34 means a 34% yield).. This data is from Reaction yield outcomes from USPTO patents with 853,638 reactions. (1) The reactants are [CH2:1]([O:8][C:9]([N:11]1[CH2:16][CH2:15][C:14](=O)[C:13]([CH3:19])([CH3:18])[CH2:12]1)=[O:10])[C:2]1[CH:7]=[CH:6][CH:5]=[CH:4][CH:3]=1.C([O-])(=O)C.[NH4+].C([BH3-])#[N:26].[Na+]. The catalyst is CO. The product is [NH2:26][CH:14]1[CH2:15][CH2:16][N:11]([C:9]([O:8][CH2:1][C:2]2[CH:7]=[CH:6][CH:5]=[CH:4][CH:3]=2)=[O:10])[CH2:12][C:13]1([CH3:19])[CH3:18]. The yield is 0.770. (2) The reactants are [ClH:1].[CH:2]1([O:7][C:8]2[CH:15]=[C:14]([O:16][CH3:17])[CH:13]=[CH:12][C:9]=2[C:10]#[N:11])[CH2:6][CH2:5][CH2:4][CH2:3]1.[CH2:18]([OH:20])[CH3:19]. No catalyst specified. The product is [ClH:1].[CH:2]1([O:7][C:8]2[CH:15]=[C:14]([O:16][CH3:17])[CH:13]=[CH:12][C:9]=2[C:10](=[NH:11])[O:20][CH2:18][CH3:19])[CH2:3][CH2:4][CH2:5][CH2:6]1. The yield is 1.00.